Dataset: Forward reaction prediction with 1.9M reactions from USPTO patents (1976-2016). Task: Predict the product of the given reaction. (1) Given the reactants [CH2:1]([O:8][C@@H:9]1[CH2:14][CH2:13][C@@H:12]([N:15]=[N+]=[N-])[CH2:11][C@@H:10]1[CH3:18])[C:2]1[CH:7]=[CH:6][CH:5]=[CH:4][CH:3]=1.[OH-].[Na+].[C:21](O[C:21]([O:23][C:24]([CH3:27])([CH3:26])[CH3:25])=[O:22])([O:23][C:24]([CH3:27])([CH3:26])[CH3:25])=[O:22], predict the reaction product. The product is: [C:24]([O:23][C:21](=[O:22])[NH:15][C@@H:12]1[CH2:13][CH2:14][C@@H:9]([O:8][CH2:1][C:2]2[CH:7]=[CH:6][CH:5]=[CH:4][CH:3]=2)[C@@H:10]([CH3:18])[CH2:11]1)([CH3:27])([CH3:26])[CH3:25]. (2) Given the reactants [O:1]=[C:2]1[CH2:10][CH2:9][CH2:8][C:7]2[NH:6][CH:5]=[C:4]([C:11]([OH:13])=O)[C:3]1=2.[NH2:14][C:15]1[CH:20]=[CH:19][CH:18]=[CH:17][CH:16]=1.Cl.CN(C)CCCN=C=NCC, predict the reaction product. The product is: [C:15]1([NH:14][C:11]([C:4]2[C:3]3[C:2](=[O:1])[CH2:10][CH2:9][CH2:8][C:7]=3[NH:6][CH:5]=2)=[O:13])[CH:20]=[CH:19][CH:18]=[CH:17][CH:16]=1. (3) The product is: [C:10]1(=[O:12])[O:14][C:1](=[O:13])[CH2:2][CH2:3][CH2:4][CH2:5][CH2:6][CH2:7][CH2:8][CH2:9]1. Given the reactants [C:1]([OH:14])(=[O:13])[CH2:2][CH2:3][CH2:4][CH2:5][CH2:6][CH2:7][CH2:8][CH2:9][C:10]([OH:12])=O.ClC(Cl)(OC(=O)OC(Cl)(Cl)Cl)Cl, predict the reaction product. (4) Given the reactants [CH:1]1[C:13]2[CH:12]([CH2:14][O:15][C:16](Cl)=[O:17])[C:11]3[C:6](=[CH:7][CH:8]=[CH:9][CH:10]=3)[C:5]=2[CH:4]=[CH:3][CH:2]=1.[CH3:19][NH:20][CH2:21][CH2:22][CH2:23][OH:24].C(N(CC)CC)C, predict the reaction product. The product is: [OH:24][CH2:23][CH2:22][CH2:21][N:20]([CH3:19])[C:16](=[O:17])[O:15][CH2:14][CH:12]1[C:11]2[CH:10]=[CH:9][CH:8]=[CH:7][C:6]=2[C:5]2[C:13]1=[CH:1][CH:2]=[CH:3][CH:4]=2.